Dataset: Forward reaction prediction with 1.9M reactions from USPTO patents (1976-2016). Task: Predict the product of the given reaction. (1) Given the reactants [Cl:1][C:2]1[N:3]=[C:4](Cl)[C:5]2[CH2:10][CH2:9][CH:8]([C:11]3[CH:16]=[CH:15][C:14]([F:17])=[CH:13][C:12]=3[F:18])[C:6]=2[N:7]=1.C(N(C(C)C)CC)(C)C.[CH3:29][C:30]1[N:34]=[CH:33][N:32]([C:35]2[CH:47]=[CH:46][C:45]([N+:48]([O-:50])=[O:49])=[CH:44][C:36]=2[O:37][CH2:38][CH2:39][CH2:40][CH:41]([NH2:43])[CH3:42])[N:31]=1, predict the reaction product. The product is: [Cl:1][C:2]1[N:3]=[C:4]([NH:43][CH:41]([CH2:40][CH2:39][CH2:38][O:37][C:36]2[CH:44]=[C:45]([N+:48]([O-:50])=[O:49])[CH:46]=[CH:47][C:35]=2[N:32]2[CH:33]=[N:34][C:30]([CH3:29])=[N:31]2)[CH3:42])[C:5]2[CH2:10][CH2:9][CH:8]([C:11]3[CH:16]=[CH:15][C:14]([F:17])=[CH:13][C:12]=3[F:18])[C:6]=2[N:7]=1. (2) Given the reactants [NH2:1][CH:2]([CH3:36])[CH2:3][NH:4][C:5]([NH:7][C:8]1[CH:13]=[CH:12][C:11]([C:14]2[N:15]=[C:16]([N:30]3[CH2:35][CH2:34][O:33][CH2:32][CH2:31]3)[C:17]3[CH2:23][CH2:22][N:21]([C:24]4[N:29]=[CH:28][CH:27]=[CH:26][N:25]=4)[CH2:20][C:18]=3[N:19]=2)=[CH:10][CH:9]=1)=S.C(O)C, predict the reaction product. The product is: [CH3:36][CH:2]1[NH:1][C:5]([NH:7][C:8]2[CH:13]=[CH:12][C:11]([C:14]3[N:15]=[C:16]([N:30]4[CH2:31][CH2:32][O:33][CH2:34][CH2:35]4)[C:17]4[CH2:23][CH2:22][N:21]([C:24]5[N:29]=[CH:28][CH:27]=[CH:26][N:25]=5)[CH2:20][C:18]=4[N:19]=3)=[CH:10][CH:9]=2)=[N:4][CH2:3]1. (3) Given the reactants Br[C:2]1[CH:7]=[CH:6][C:5]([C:8]([CH3:14])([CH3:13])[CH2:9][CH2:10][CH2:11][CH3:12])=[C:4]([F:15])[CH:3]=1.C([Li])CCC.CCCCCC.CN(C)[CH:29]=[O:30], predict the reaction product. The product is: [F:15][C:4]1[CH:3]=[C:2]([CH:7]=[CH:6][C:5]=1[C:8]([CH3:14])([CH3:13])[CH2:9][CH2:10][CH2:11][CH3:12])[CH:29]=[O:30].